This data is from Reaction yield outcomes from USPTO patents with 853,638 reactions. The task is: Predict the reaction yield, written as a fraction of the theoretical maximum amount of product (1.0 means a 100% yield; for example, 0.34 means a 34% yield). (1) The reactants are [CH3:1][N:2]1[CH:6]=[CH:5][C:4]([S:7](Cl)(=[O:9])=[O:8])=[N:3]1.Cl.[NH:12]1[CH2:17][CH2:16][CH:15]([CH2:18][CH:19]([N:23]2[CH:27]=[C:26]([C:28]3[C:29]4[CH:36]=[CH:35][N:34](COCC[Si](C)(C)C)[C:30]=4[N:31]=[CH:32][N:33]=3)[CH:25]=[N:24]2)[CH2:20][C:21]#[N:22])[CH2:14][CH2:13]1.C(N(CC)CC)C.FC(F)(F)C(O)=O.C(N)CN. The catalyst is C(#N)C.CO.C(Cl)Cl. The product is [CH3:1][N:2]1[CH:6]=[CH:5][C:4]([S:7]([N:12]2[CH2:17][CH2:16][CH:15]([CH2:18][CH:19]([N:23]3[CH:27]=[C:26]([C:28]4[C:29]5[CH:36]=[CH:35][NH:34][C:30]=5[N:31]=[CH:32][N:33]=4)[CH:25]=[N:24]3)[CH2:20][C:21]#[N:22])[CH2:14][CH2:13]2)(=[O:9])=[O:8])=[N:3]1. The yield is 0.766. (2) The reactants are [Cl:1][C:2]1[C:11]2[C:6](=[CH:7][CH:8]=[C:9]([CH:12]=C)[CH:10]=2)[N:5]=[CH:4][CH:3]=1.N1C(C)=CC=CC=1C.[O-:22]I(=O)(=O)=O.[Na+].O. The catalyst is C(O)(C)(C)C.O1CCOCC1.[Os](=O)(=O)(=O)=O. The product is [Cl:1][C:2]1[C:11]2[C:6](=[CH:7][CH:8]=[C:9]([CH:12]=[O:22])[CH:10]=2)[N:5]=[CH:4][CH:3]=1. The yield is 0.830. (3) The reactants are [Cl:1][C:2]1[CH:7]=[CH:6][C:5]([O:8][C:9]2[CH:14]=[CH:13][C:12](/[CH:15]=[CH:16]/[N+:17]([O-:19])=[O:18])=[CH:11][CH:10]=2)=[CH:4][C:3]=1[C:20]([F:23])([F:22])[F:21].[BH4-].[Na+]. The catalyst is CC(O)C.C(Cl)(Cl)Cl. The product is [Cl:1][C:2]1[CH:7]=[CH:6][C:5]([O:8][C:9]2[CH:14]=[CH:13][C:12]([CH2:15][CH2:16][N+:17]([O-:19])=[O:18])=[CH:11][CH:10]=2)=[CH:4][C:3]=1[C:20]([F:21])([F:22])[F:23]. The yield is 0.500. (4) The reactants are C([N:4]1[C:27]2[C:22](=[CH:23][C:24]([Cl:28])=[CH:25][CH:26]=2)[C:6]2([CH2:11][CH2:10][N:9]([CH2:12]/[CH:13]=[CH:14]/[C:15]3[CH:20]=[CH:19][C:18]([Cl:21])=[CH:17][CH:16]=3)[CH2:8][CH2:7]2)[CH2:5]1)(=O)C.[OH-].[Na+].C(N(CC)CC)C. The catalyst is Cl. The product is [Cl:28][C:24]1[CH:23]=[C:22]2[C:6]3([CH2:11][CH2:10][N:9]([CH2:12]/[CH:13]=[CH:14]/[C:15]4[CH:16]=[CH:17][C:18]([Cl:21])=[CH:19][CH:20]=4)[CH2:8][CH2:7]3)[CH2:5][NH:4][C:27]2=[CH:26][CH:25]=1. The yield is 0.880. (5) The reactants are Cl.BrC1SC2=NC(N)=CN2C=1.C(OC(NCC(N1CCC[C@H]1C(O)=O)=O)=O)(C)(C)C.[C:31]([O:35][C:36](=[O:64])[NH:37][C@@H:38](C1C=CC=CC=1)[C:39]([N:41]1[CH2:45][CH2:44][CH2:43][C@H:42]1[C:46](=[O:57])[NH:47][C:48]1[N:49]=[C:50]2[N:54]([CH:55]=1)[CH:53]=[C:52]([Br:56])[S:51]2)=[O:40])([CH3:34])([CH3:33])[CH3:32]. No catalyst specified. The product is [C:31]([O:35][C:36](=[O:64])[NH:37][CH2:38][C:39]([N:41]1[CH2:45][CH2:44][CH2:43][C@H:42]1[C:46](=[O:57])[NH:47][C:48]1[N:49]=[C:50]2[N:54]([CH:55]=1)[CH:53]=[C:52]([Br:56])[S:51]2)=[O:40])([CH3:34])([CH3:32])[CH3:33]. The yield is 0.460. (6) The reactants are [Br:1][C:2]1[CH:3]=[CH:4][C:5]([N+]([O-])=O)=[N:6][CH:7]=1.[N:11]1[CH:16]=[CH:15][CH:14]=[CH:13][C:12]=1[NH2:17].[C:18](=[O:21])([O-])[O-].[Cs+].[Cs+].CC1(C)C2C(=C(P(C3C=CC=CC=3)C3C=CC=CC=3)C=CC=2)OC2C(P(C3C=CC=CC=3)C3C=CC=CC=3)=CC=CC1=2. The catalyst is C1C=CC(/C=C/C(/C=C/C2C=CC=CC=2)=O)=CC=1.C1C=CC(/C=C/C(/C=C/C2C=CC=CC=2)=O)=CC=1.C1C=CC(/C=C/C(/C=C/C2C=CC=CC=2)=O)=CC=1.[Pd].[Pd].O1CCOCC1. The product is [Br:1][C:2]1[CH:3]=[C:4]([NH:17][C:12]2[CH:13]=[CH:14][CH:15]=[CH:16][N:11]=2)[C:18](=[O:21])[N:6]([CH3:5])[CH:7]=1. The yield is 0.510. (7) The reactants are [CH3:1][C:2]1[CH:7]=[CH:6][C:5]([C:8]2[C:16]3[O:15][CH:14]([CH2:17][NH2:18])[CH2:13][C:12]=3[CH:11]=[CH:10][CH:9]=2)=[CH:4][CH:3]=1.C(N(C(C)C)CC)(C)C.Cl[C:29]([O:31][CH2:32][C:33]1[CH:38]=[CH:37][CH:36]=[CH:35][CH:34]=1)=[O:30].C(OC(=O)NCC1CC2C=CC=C(C3CCCC3)C=2O1)C1C=CC=CC=1. No catalyst specified. The product is [CH2:32]([O:31][C:29](=[O:30])[NH:18][CH2:17][CH:14]1[CH2:13][C:12]2[CH:11]=[CH:10][CH:9]=[C:8]([C:5]3[CH:4]=[CH:3][C:2]([CH3:1])=[CH:7][CH:6]=3)[C:16]=2[O:15]1)[C:33]1[CH:38]=[CH:37][CH:36]=[CH:35][CH:34]=1. The yield is 0.930. (8) The reactants are [C:1]([C:3]([C:6]1[CH:7]=[C:8]([CH:13]=[CH:14][CH:15]=1)[C:9]([O:11]C)=[O:10])([CH3:5])[CH3:4])#[N:2].O.[OH-].[Li+].CO.O. The catalyst is O1CCCC1. The product is [C:1]([C:3]([C:6]1[CH:7]=[C:8]([CH:13]=[CH:14][CH:15]=1)[C:9]([OH:11])=[O:10])([CH3:5])[CH3:4])#[N:2]. The yield is 0.980. (9) The reactants are Cl[C:2]1[CH:7]=[C:6]([C:8]2[N:9]=[C:10]([NH:18][CH2:19][C:20]([CH3:23])([NH2:22])[CH3:21])[C:11]3[C:16]([CH:17]=2)=[CH:15][N:14]=[CH:13][CH:12]=3)[CH:5]=[CH:4][N:3]=1.[CH:24]([NH2:27])([CH3:26])[CH3:25].C1C=CC(P(C2C(C3C(P(C4C=CC=CC=4)C4C=CC=CC=4)=CC=C4C=3C=CC=C4)=C3C(C=CC=C3)=CC=2)C2C=CC=CC=2)=CC=1.CC([O-])(C)C.[Na+]. The catalyst is C1(C)C=CC=CC=1.C1C=CC(/C=C/C(/C=C/C2C=CC=CC=2)=O)=CC=1.C1C=CC(/C=C/C(/C=C/C2C=CC=CC=2)=O)=CC=1.C1C=CC(/C=C/C(/C=C/C2C=CC=CC=2)=O)=CC=1.[Pd].[Pd]. The product is [CH:24]([NH:27][C:2]1[CH:7]=[C:6]([C:8]2[N:9]=[C:10]([NH:18][CH2:19][C:20]([CH3:23])([NH2:22])[CH3:21])[C:11]3[C:16]([CH:17]=2)=[CH:15][N:14]=[CH:13][CH:12]=3)[CH:5]=[CH:4][N:3]=1)([CH3:26])[CH3:25]. The yield is 0.140. (10) The reactants are C([O:3][C:4]([C:6]1[C:7]([CH2:12][CH2:13][CH2:14][CH3:15])=[N:8][O:9][C:10]=1[CH3:11])=[O:5])C.[CH:16](=O)[C:17]1[CH:22]=[CH:21][CH:20]=[CH:19][CH:18]=1.[O-]CC.[Na+].Cl. The catalyst is C(O)C. The product is [CH2:12]([C:7]1[C:6]([C:4]([OH:3])=[O:5])=[C:10](/[CH:11]=[CH:16]/[C:17]2[CH:22]=[CH:21][CH:20]=[CH:19][CH:18]=2)[O:9][N:8]=1)[CH2:13][CH2:14][CH3:15]. The yield is 0.420.